From a dataset of Full USPTO retrosynthesis dataset with 1.9M reactions from patents (1976-2016). Predict the reactants needed to synthesize the given product. Given the product [NH2:39][C:38]1[N:52]=[C:15]([C:10]2[CH:11]=[CH:12][CH:13]=[CH:14][C:9]=2[O:8][CH2:7][C:6]2[CH:18]=[CH:19][C:3]([O:2][CH3:1])=[CH:4][CH:5]=2)[CH:16]=[C:20]([CH:22]2[CH2:27][CH2:26][CH2:25][N:24]([C:28]([O:30][CH2:31][C:32]3[CH:37]=[CH:36][CH:35]=[CH:34][CH:33]=3)=[O:29])[CH2:23]2)[C:40]=1[C:41]([O:43][C:44]([CH3:47])([CH3:46])[CH3:45])=[O:42], predict the reactants needed to synthesize it. The reactants are: [CH3:1][O:2][C:3]1[CH:19]=[CH:18][C:6]([CH2:7][O:8][C:9]2[CH:14]=[CH:13][CH:12]=[CH:11][C:10]=2[C:15](=O)[CH3:16])=[CH:5][CH:4]=1.[CH:20]([CH:22]1[CH2:27][CH2:26][CH2:25][N:24]([C:28]([O:30][CH2:31][C:32]2[CH:37]=[CH:36][CH:35]=[CH:34][CH:33]=2)=[O:29])[CH2:23]1)=O.[C:38]([CH2:40][C:41]([O:43][C:44]([CH3:47])([CH3:46])[CH3:45])=[O:42])#[N:39].C([O-])(=O)C.[NH4+:52].